The task is: Predict which catalyst facilitates the given reaction.. This data is from Catalyst prediction with 721,799 reactions and 888 catalyst types from USPTO. Reactant: [NH2:1][C:2]1[C:11]([N+:12]([O-])=O)=[CH:10][C:9]([Br:15])=[C:8]([O:16][CH3:17])[C:3]=1[C:4]([O:6][CH3:7])=[O:5].O.[Sn](Cl)Cl.C(=O)(O)[O-].[Na+].O=[C:28]([C:34]1[CH:39]=[CH:38][CH:37]=[CH:36][CH:35]=1)[C:29](OCC)=[O:30]. Product: [Br:15][C:9]1[C:8]([O:16][CH3:17])=[C:3]([C:4]([O:6][CH3:7])=[O:5])[C:2]2[N:1]=[C:28]([C:34]3[CH:39]=[CH:38][CH:37]=[CH:36][CH:35]=3)[C:29](=[O:30])[NH:12][C:11]=2[CH:10]=1. The catalyst class is: 40.